From a dataset of Ames mutagenicity test results for genotoxicity prediction. Regression/Classification. Given a drug SMILES string, predict its toxicity properties. Task type varies by dataset: regression for continuous values (e.g., LD50, hERG inhibition percentage) or binary classification for toxic/non-toxic outcomes (e.g., AMES mutagenicity, cardiotoxicity, hepatotoxicity). Dataset: ames. The compound is CC(C)(C)NCC(O)COc1ccc(O)cc1C1CCCC1. The result is 0 (non-mutagenic).